This data is from Reaction yield outcomes from USPTO patents with 853,638 reactions. The task is: Predict the reaction yield, written as a fraction of the theoretical maximum amount of product (1.0 means a 100% yield; for example, 0.34 means a 34% yield). (1) The reactants are [O:1]=[C:2]1[C:10]2[C:5](=[CH:6][CH:7]=[CH:8][CH:9]=2)[C:4](=[O:11])[N:3]1[CH:12]1[CH2:17][CH2:16][CH:15]([C:18]([O:20][CH2:21][CH3:22])=[O:19])[CH2:14][CH2:13]1.[Li+].[CH3:24]C([N-]C(C)C)C.CI. The catalyst is C1COCC1. The product is [O:1]=[C:2]1[C:10]2[C:5](=[CH:6][CH:7]=[CH:8][CH:9]=2)[C:4](=[O:11])[N:3]1[CH:12]1[CH2:13][CH2:14][C:15]([CH3:24])([C:18]([O:20][CH2:21][CH3:22])=[O:19])[CH2:16][CH2:17]1. The yield is 0.970. (2) The reactants are Cl[C:2]1[O:3][C:4]2[CH:10]=[CH:9][CH:8]=[CH:7][C:5]=2[N:6]=1.C1(P(C2C=CC=CC=2)C2C=CC=CC=2)C=CC=CC=1.[CH2:30]([C:34]1[CH:39]=[CH:38][CH:37]=[CH:36][CH:35]=1)[CH2:31][C:32]#[CH:33]. The catalyst is C(N(CC)CC)C.CN(C=O)C.[Cu]I.Cl[Pd](Cl)([P](C1C=CC=CC=1)(C1C=CC=CC=1)C1C=CC=CC=1)[P](C1C=CC=CC=1)(C1C=CC=CC=1)C1C=CC=CC=1. The product is [C:34]1([CH2:30][CH2:31][C:32]#[C:33][C:2]2[O:3][C:4]3[CH:10]=[CH:9][CH:8]=[CH:7][C:5]=3[N:6]=2)[CH:39]=[CH:38][CH:37]=[CH:36][CH:35]=1. The yield is 0.400. (3) The yield is 0.150. The product is [C:1]([O:15][C:12]1[CH:13]=[CH:14][C:9]([NH:8][C:24](=[O:26])[CH3:25])=[C:10]([CH3:17])[C:11]=1[F:16])(=[O:3])[CH3:2]. No catalyst specified. The reactants are [C:1](OC(=O)C)(=[O:3])[CH3:2].[NH2:8][C:9]1[CH:14]=[CH:13][C:12]([OH:15])=[C:11]([F:16])[C:10]=1[CH3:17].N1C=CC=CC=1.[C:24](OCC)(=[O:26])[CH3:25]. (4) The reactants are [F:1][C:2]1[C:10]([F:11])=[C:9]([F:12])[CH:8]=[CH:7][C:3]=1[C:4]([OH:6])=O.S(Cl)(Cl)=O.[CH3:17][N:18]([CH3:26])[CH:19]=[CH:20][C:21]([O:23][CH2:24][CH3:25])=[O:22].C(N(CC)CC)C. The catalyst is O1CCCC1.CN(C)C=O. The product is [CH3:17][N:18]([CH3:26])[CH:19]=[C:20]([C:4](=[O:6])[C:3]1[CH:7]=[CH:8][C:9]([F:12])=[C:10]([F:11])[C:2]=1[F:1])[C:21]([O:23][CH2:24][CH3:25])=[O:22]. The yield is 0.860. (5) The reactants are [C:1]1([C:16]2[CH:21]=[CH:20][CH:19]=[CH:18][CH:17]=2)[CH:6]=[CH:5][C:4]([C:7]2([C:12]([O:14][CH3:15])=[O:13])[CH2:9][CH:8]2[CH:10]=O)=[CH:3][CH:2]=1.[CH3:22][NH2:23].[BH4-].[Na+].[ClH:26]. The catalyst is CO.C(OCC)C. The product is [ClH:26].[C:1]1([C:16]2[CH:21]=[CH:20][CH:19]=[CH:18][CH:17]=2)[CH:6]=[CH:5][C:4]([C:7]2([C:12]([O:14][CH3:15])=[O:13])[CH2:9][CH:8]2[CH2:10][NH:23][CH3:22])=[CH:3][CH:2]=1. The yield is 0.780. (6) The reactants are [NH2:1][C:2](=[S:15])[CH:3]([N:5]1[CH:9]=[C:8]([C:10]([O:12][CH2:13][CH3:14])=[O:11])[CH:7]=[N:6]1)[CH3:4].Br[CH2:17][C:18]([C:20]1[CH:25]=[CH:24][C:23]([Cl:26])=[C:22]([Cl:27])[CH:21]=1)=O. No catalyst specified. The product is [Cl:27][C:22]1[CH:21]=[C:20]([C:18]2[N:1]=[C:2]([CH:3]([N:5]3[CH:9]=[C:8]([C:10]([O:12][CH2:13][CH3:14])=[O:11])[CH:7]=[N:6]3)[CH3:4])[S:15][CH:17]=2)[CH:25]=[CH:24][C:23]=1[Cl:26]. The yield is 0.900. (7) The reactants are [Cl:1][C:2]1[C:3]([F:31])=[C:4]([CH:8]2[C:12]([C:15]3[CH:20]=[CH:19][C:18]([Cl:21])=[CH:17][C:16]=3[F:22])([C:13]#[N:14])[CH:11]([CH2:23][C:24]([CH3:27])([CH3:26])[CH3:25])[NH:10][CH:9]2[C:28]([OH:30])=O)[CH:5]=[CH:6][CH:7]=1.Cl.[CH3:33][O:34][C:35]([CH:37]1[CH2:40][NH:39][CH2:38]1)=[O:36].CN(C(ON1N=NC2C=CC=NC1=2)=[N+](C)C)C.F[P-](F)(F)(F)(F)F.CCN(C(C)C)C(C)C. The catalyst is C(Cl)Cl. The product is [CH3:33][O:34][C:35]([CH:37]1[CH2:40][N:39]([C:28]([C@H:9]2[C@H:8]([C:4]3[CH:5]=[CH:6][CH:7]=[C:2]([Cl:1])[C:3]=3[F:31])[C@:12]([C:15]3[CH:20]=[CH:19][C:18]([Cl:21])=[CH:17][C:16]=3[F:22])([C:13]#[N:14])[C@H:11]([CH2:23][C:24]([CH3:27])([CH3:26])[CH3:25])[NH:10]2)=[O:30])[CH2:38]1)=[O:36]. The yield is 0.107.